From a dataset of Catalyst prediction with 721,799 reactions and 888 catalyst types from USPTO. Predict which catalyst facilitates the given reaction. (1) Reactant: Cl.Cl.[Cl:3][C:4]1[C:12]([C:13]2[C:21]3[C:20]([NH2:22])=[N:19][CH:18]=[N:17][C:16]=3[N:15]([CH3:23])[CH:14]=2)=[CH:11][CH:10]=[C:9]2[C:5]=1[CH2:6][CH2:7][NH:8]2.OC(C(F)(F)F)=O.[CH3:31][C:32]1[N:37]=[C:36]([CH2:38][C:39](O)=[O:40])[CH:35]=[CH:34][CH:33]=1.CN(C(ON1N=NC2C=CC=NC1=2)=[N+](C)C)C.F[P-](F)(F)(F)(F)F.CCN(C(C)C)C(C)C. Product: [Cl:3][C:4]1[C:12]([C:13]2[C:21]3[C:20]([NH2:22])=[N:19][CH:18]=[N:17][C:16]=3[N:15]([CH3:23])[CH:14]=2)=[CH:11][CH:10]=[C:9]2[C:5]=1[CH2:6][CH2:7][N:8]2[C:39](=[O:40])[CH2:38][C:36]1[CH:35]=[CH:34][CH:33]=[C:32]([CH3:31])[N:37]=1. The catalyst class is: 35. (2) The catalyst class is: 2. Reactant: [CH3:1][O:2][C:3](=[O:21])[CH2:4][CH2:5][CH2:6][C:7]1[O:11][C:10]([C:12]2[CH:17]=[CH:16][CH:15]=[CH:14][C:13]=2[O:18]C)=[N:9][C:8]=1[CH3:20].B(Br)(Br)Br. Product: [CH3:1][O:2][C:3](=[O:21])[CH2:4][CH2:5][CH2:6][C:7]1[O:11][C:10]([C:12]2[CH:17]=[CH:16][CH:15]=[CH:14][C:13]=2[OH:18])=[N:9][C:8]=1[CH3:20]. (3) Reactant: [S:1]1[CH:5]=[CH:4][CH:3]=[C:2]1[CH2:6][NH2:7].Cl.Cl[CH2:10][CH2:11][NH:12][CH2:13][CH2:14]Cl.C([O-])([O-])=O.[K+].[K+]. Product: [S:1]1[CH:5]=[CH:4][CH:3]=[C:2]1[CH2:6][N:7]1[CH2:14][CH2:13][NH:12][CH2:11][CH2:10]1. The catalyst class is: 51.